Dataset: Forward reaction prediction with 1.9M reactions from USPTO patents (1976-2016). Task: Predict the product of the given reaction. (1) Given the reactants [NH2:1][C:2]1[CH:7]=[CH:6][CH:5]=[C:4]([CH3:8])[C:3]=1[C:9]1[C:10]2[CH:17]=[C:16]([CH2:18][OH:19])[CH:15]=[CH:14][C:11]=2[S:12][CH:13]=1.O[C:21]1[CH:26]=[CH:25][C:24]([C@@H:27]([C:34]#[C:35][CH3:36])[CH2:28][C:29]([O:31][CH2:32][CH3:33])=[O:30])=[CH:23][CH:22]=1.P(CCCC)(CCCC)CCCC.C1CCN(C(N=NC(N2CCCCC2)=O)=O)CC1, predict the reaction product. The product is: [NH2:1][C:2]1[CH:7]=[CH:6][CH:5]=[C:4]([CH3:8])[C:3]=1[C:9]1[C:10]2[CH:17]=[C:16]([CH2:18][O:19][C:21]3[CH:26]=[CH:25][C:24]([C@@H:27]([C:34]#[C:35][CH3:36])[CH2:28][C:29]([O:31][CH2:32][CH3:33])=[O:30])=[CH:23][CH:22]=3)[CH:15]=[CH:14][C:11]=2[S:12][CH:13]=1. (2) Given the reactants [N+:1]([C:4]1[CH:9]=[CH:8][CH:7]=[CH:6][C:5]=1[CH:10]1[O:14][N:13]=[C:12]([C:15]2[N:16]=[C:17]([CH:20]3[CH2:25][CH2:24][N:23](C(OC(C)(C)C)=O)[CH2:22][CH2:21]3)[S:18][CH:19]=2)[CH2:11]1)([O-:3])=[O:2].[ClH:33], predict the reaction product. The product is: [Cl-:33].[N+:1]([C:4]1[CH:9]=[CH:8][CH:7]=[CH:6][C:5]=1[CH:10]1[O:14][N:13]=[C:12]([C:15]2[N:16]=[C:17]([CH:20]3[CH2:25][CH2:24][NH2+:23][CH2:22][CH2:21]3)[S:18][CH:19]=2)[CH2:11]1)([O-:3])=[O:2]. (3) Given the reactants [Br:1][C:2]1[C:3]([Cl:12])=[N:4][C:5]([CH3:11])=[C:6]([N+:8]([O-])=O)[CH:7]=1.CC(O)=O, predict the reaction product. The product is: [Br:1][C:2]1[CH:7]=[C:6]([NH2:8])[C:5]([CH3:11])=[N:4][C:3]=1[Cl:12]. (4) Given the reactants I[C:2]1[C:3]([CH3:13])=[N:4][N:5]([C:7]2[CH:8]=[N:9][CH:10]=[CH:11][CH:12]=2)[CH:6]=1.C([Mg]Cl)(C)C.C(O[B:23]1[O:27][C:26]([CH3:29])([CH3:28])[C:25]([CH3:31])([CH3:30])[O:24]1)(C)C, predict the reaction product. The product is: [CH3:13][C:3]1[C:2]([B:23]2[O:27][C:26]([CH3:29])([CH3:28])[C:25]([CH3:31])([CH3:30])[O:24]2)=[CH:6][N:5]([C:7]2[CH:8]=[N:9][CH:10]=[CH:11][CH:12]=2)[N:4]=1. (5) Given the reactants C([O:3][C:4]([C@@H:6]1[CH2:8][C@H:7]1[C:9]([N:11]1[CH2:16][CH2:15][N:14]([CH:17]([C:24]2[CH:29]=[CH:28][CH:27]=[CH:26][CH:25]=2)[C:18]2[CH:23]=[CH:22][CH:21]=[CH:20][CH:19]=2)[CH2:13][CH2:12]1)=[O:10])=[O:5])C.[OH-].[Li+], predict the reaction product. The product is: [CH:17]([N:14]1[CH2:15][CH2:16][N:11]([C:9]([C@@H:7]2[CH2:8][C@H:6]2[C:4]([OH:5])=[O:3])=[O:10])[CH2:12][CH2:13]1)([C:24]1[CH:25]=[CH:26][CH:27]=[CH:28][CH:29]=1)[C:18]1[CH:23]=[CH:22][CH:21]=[CH:20][CH:19]=1. (6) Given the reactants C1O[C:4]2([CH2:9][CH2:8][C:7](O)([C:10]3[C:19]4[O:18][CH2:17][CH2:16][O:15][C:14]=4[C:13]([O:20][CH3:21])=[CH:12][CH:11]=3)[CH2:6][CH2:5]2)[O:3]C1.O.C1(C)C=CC(S(O)(=O)=O)=CC=1.O, predict the reaction product. The product is: [CH3:21][O:20][C:13]1[C:14]2[O:15][CH2:16][CH2:17][O:18][C:19]=2[C:10]([C:7]2[CH2:8][CH2:9][C:4](=[O:3])[CH2:5][CH:6]=2)=[CH:11][CH:12]=1. (7) Given the reactants [CH2:1]([O:3][C:4]([C:6]1[C:14]2[C:9](=[CH:10][CH:11]=[C:12]([O:15][CH2:16][C@@H:17]([OH:22])[CH2:18][N:19]=[N+]=[N-])[CH:13]=2)[NH:8][C:7]=1[CH3:23])=[O:5])[CH3:2].C1(P(C2C=CC=CC=2)C2C=CC=CC=2)C=CC=CC=1, predict the reaction product. The product is: [CH2:1]([O:3][C:4]([C:6]1[C:14]2[C:9](=[CH:10][CH:11]=[C:12]([O:15][CH2:16][C@@H:17]([OH:22])[CH2:18][NH2:19])[CH:13]=2)[NH:8][C:7]=1[CH3:23])=[O:5])[CH3:2].